From a dataset of Reaction yield outcomes from USPTO patents with 853,638 reactions. Predict the reaction yield, written as a fraction of the theoretical maximum amount of product (1.0 means a 100% yield; for example, 0.34 means a 34% yield). (1) The reactants are [CH3:1][CH:2]1[CH2:8][C:7](=[O:9])[O:6][C:4](=[O:5])[CH2:3]1.[NH2:10][C:11]1[CH:18]=[CH:17][C:14]([C:15]#[N:16])=[C:13]([Cl:19])[CH:12]=1. The catalyst is C1COCC1. The product is [Cl:19][C:13]1[CH:12]=[C:11]([NH:10][C:7](=[O:9])[CH2:8][CH:2]([CH3:1])[CH2:3][C:4]([OH:6])=[O:5])[CH:18]=[CH:17][C:14]=1[C:15]#[N:16]. The yield is 1.00. (2) The reactants are [F-].C([N+](CCCC)(CCCC)CCCC)CCC.[CH:19]([C:21]1[CH:26]=[CH:25][CH:24]=[CH:23][C:22]=1[C:27]1[CH:28]=[CH:29][C:30]([C:33]#[N:34])=[N:31][CH:32]=1)=[O:20].[F:35][C:36]([Si](C)(C)C)([F:38])[F:37].Cl. The catalyst is C1COCC1. The product is [F:35][C:36]([F:38])([F:37])[CH:19]([C:21]1[CH:26]=[CH:25][CH:24]=[CH:23][C:22]=1[C:27]1[CH:28]=[CH:29][C:30]([C:33]#[N:34])=[N:31][CH:32]=1)[OH:20]. The yield is 0.950. (3) The reactants are [CH3:1][C:2]1[N:7]=[C:6]([NH2:8])[CH:5]=[C:4]([CH3:9])[N:3]=1.Br[C:11]1[C:12](=[O:19])[N:13]([CH3:18])[CH:14]=[C:15]([Br:17])[CH:16]=1.CC1(C)C2C(=C(P(C3C=CC=CC=3)C3C=CC=CC=3)C=CC=2)OC2C(P(C3C=CC=CC=3)C3C=CC=CC=3)=CC=CC1=2.C(=O)([O-])[O-].[Cs+].[Cs+]. The catalyst is C1C=CC(/C=C/C(/C=C/C2C=CC=CC=2)=O)=CC=1.C1C=CC(/C=C/C(/C=C/C2C=CC=CC=2)=O)=CC=1.C1C=CC(/C=C/C(/C=C/C2C=CC=CC=2)=O)=CC=1.[Pd].[Pd].O1CCOCC1. The product is [Br:17][C:15]1[CH:16]=[C:11]([NH:8][C:6]2[CH:5]=[C:4]([CH3:9])[N:3]=[C:2]([CH3:1])[N:7]=2)[C:12](=[O:19])[N:13]([CH3:18])[CH:14]=1. The yield is 0.400.